Dataset: Reaction yield outcomes from USPTO patents with 853,638 reactions. Task: Predict the reaction yield, written as a fraction of the theoretical maximum amount of product (1.0 means a 100% yield; for example, 0.34 means a 34% yield). (1) The reactants are Br[C:2]1[N:3]=[C:4]2[C:10]([CH:11]=[O:12])=[CH:9][N:8]([CH2:13][O:14][CH2:15][CH2:16][Si:17]([CH3:20])([CH3:19])[CH3:18])[C:5]2=[N:6][CH:7]=1.[CH:21]1(B(O)O)[CH2:23][CH2:22]1.C1(P(C2CCCCC2)C2CCCCC2)CCCCC1.[O-]P([O-])([O-])=O.[K+].[K+].[K+]. The catalyst is C1(C)C=CC=CC=1.O.C([O-])(=O)C.[Pd+2].C([O-])(=O)C. The product is [CH:21]1([C:2]2[N:3]=[C:4]3[C:10]([CH:11]=[O:12])=[CH:9][N:8]([CH2:13][O:14][CH2:15][CH2:16][Si:17]([CH3:20])([CH3:19])[CH3:18])[C:5]3=[N:6][CH:7]=2)[CH2:23][CH2:22]1. The yield is 0.810. (2) The reactants are ClC1C(NC2C=C(OC)NN=2)=NC([NH:8][C@H:9]([C:11]2[N:16]=[CH:15][C:14]([F:17])=[CH:13][N:12]=2)[CH3:10])=NC=1.[Br:26][C:27]1[C:28]([NH:34][C:35]2[CH:39]=[C:38]([CH3:40])[NH:37][N:36]=2)=[N:29][C:30](Cl)=[N:31][CH:32]=1.CCN(C(C)C)C(C)C. The catalyst is CCCCO. The product is [Br:26][C:27]1[C:28]([NH:34][C:35]2[CH:39]=[C:38]([CH3:40])[NH:37][N:36]=2)=[N:29][C:30]([NH:8][C@H:9]([C:11]2[N:16]=[CH:15][C:14]([F:17])=[CH:13][N:12]=2)[CH3:10])=[N:31][CH:32]=1. The yield is 0.470. (3) The reactants are C([O:8][C:9]1[C:14](=[O:15])[N:13]=[C:12]([CH2:16][C:17]2([C:22]3[CH:27]=[CH:26][CH:25]=[CH:24][CH:23]=3)[CH2:21][CH2:20][CH2:19][CH2:18]2)[N:11]2[CH2:28][CH2:29][N:30]([CH3:33])[C:31](=[O:32])[C:10]=12)C1C=CC=CC=1.C1(C2C=CC=CC=2)C=CC=CC=1CC1N2CCN(C)C(=O)C2=C(O)C(=O)N=1. No catalyst specified. The product is [OH:8][C:9]1[C:14](=[O:15])[N:13]=[C:12]([CH2:16][C:17]2([C:22]3[CH:23]=[CH:24][CH:25]=[CH:26][CH:27]=3)[CH2:18][CH2:19][CH2:20][CH2:21]2)[N:11]2[CH2:28][CH2:29][N:30]([CH3:33])[C:31](=[O:32])[C:10]=12. The yield is 0.690. (4) The yield is 0.780. The product is [C:13]([C:3]1[CH:4]=[C:5]([CH:10]=[CH:11][C:2]=1[OH:1])[C:6]([O:8][CH3:9])=[O:7])#[N:14]. The reactants are [OH:1][C:2]1[CH:11]=[CH:10][C:5]([C:6]([O:8][CH3:9])=[O:7])=[CH:4][C:3]=1I.[CH3:13][N:14](C(ON1N=NC2C=CC=CC1=2)=[N+](C)C)C.F[P-](F)(F)(F)(F)F.C1C=CC2N(O)N=NC=2C=1.Cl.CNOC.CCN(C(C)C)C(C)C. The catalyst is CN(C=O)C. (5) The reactants are [CH3:1][O:2][C:3]1[CH:4]=[C:5]([C:11]2([C:16]#[N:17])[CH2:15][CH2:14][CH2:13][CH2:12]2)[CH:6]=[CH:7][C:8]=1[O:9][CH3:10].[H-].[Al+3].[Li+].[H-].[H-].[H-]. The catalyst is CCOCC. The product is [CH3:1][O:2][C:3]1[CH:4]=[C:5]([C:11]2([CH2:16][NH2:17])[CH2:12][CH2:13][CH2:14][CH2:15]2)[CH:6]=[CH:7][C:8]=1[O:9][CH3:10]. The yield is 0.879. (6) The reactants are C([C:4]1[CH:37]=[CH:36][C:7]2[C:8](=[CH:17][CH2:18][CH2:19][N:20]3[CH2:25][CH2:24][C:23]([C:27]4[CH:32]=[CH:31][C:30]([Cl:33])=[CH:29][CH:28]=4)([OH:26])[C:22]([CH3:35])([CH3:34])[CH2:21]3)[C:9]3[CH:16]=[CH:15][CH:14]=[CH:13][C:10]=3O[CH2:12][C:6]=2[N:5]=1)C=C.[CH2:38]1C[O:41][CH2:40][CH2:39]1.[OH2:43].S(=O)(O)[O-:45].[Na+]. The catalyst is O=[Os](=O)(=O)=O. The product is [Cl:33][C:30]1[CH:29]=[CH:28][C:27]([C:23]2([OH:26])[CH2:24][CH2:25][N:20]([CH2:19][CH2:18][CH:17]=[C:8]3[C:7]4[CH:36]=[CH:37][CH:4]=[N:5][C:6]=4[CH2:12][O:43][C:10]4[CH:13]=[CH:14][C:15]([CH2:38][CH:39]([OH:45])[CH2:40][OH:41])=[CH:16][C:9]3=4)[CH2:21][C:22]2([CH3:34])[CH3:35])=[CH:32][CH:31]=1. The yield is 0.530. (7) The reactants are Br[CH2:2][CH:3]([C:6]1[CH:11]=[CH:10][C:9]([C:12]2[CH:17]=[CH:16][CH:15]=[CH:14][CH:13]=2)=[CH:8][CH:7]=1)[O:4][CH3:5].[NH3:18]. The catalyst is C(O)C. The product is [NH2:18][CH2:2][CH:3]([C:6]1[CH:11]=[CH:10][C:9]([C:12]2[CH:17]=[CH:16][CH:15]=[CH:14][CH:13]=2)=[CH:8][CH:7]=1)[O:4][CH3:5]. The yield is 0.610. (8) The reactants are [Cl:1][C:2]1[N:7]=[C:6]([C:8]2[CH:13]=[C:12]([O:14]C)[CH:11]=[CH:10][C:9]=2[C:16]([F:19])([F:18])[F:17])[N:5]=[C:4]([C:20]2[C:21]([CH3:26])=[N:22][O:23][C:24]=2[CH3:25])[C:3]=1[CH3:27].B(Br)(Br)Br. The catalyst is C(Cl)Cl. The product is [Cl:1][C:2]1[C:3]([CH3:27])=[C:4]([C:20]2[C:21]([CH3:26])=[N:22][O:23][C:24]=2[CH3:25])[N:5]=[C:6]([C:8]2[CH:13]=[C:12]([OH:14])[CH:11]=[CH:10][C:9]=2[C:16]([F:17])([F:18])[F:19])[N:7]=1. The yield is 0.320. (9) The reactants are [NH2:1][C:2]1[N:7]=[C:6]([N:8]2[CH2:13][CH2:12][N:11]([C:14](=[O:24])[CH2:15][O:16][C:17]3[CH:22]=[CH:21][C:20]([Cl:23])=[CH:19][CH:18]=3)[CH2:10][CH2:9]2)[C:5]([NH2:25])=[C:4]([NH2:26])[N:3]=1.[F:27][C:28]1[CH:35]=[CH:34][C:31]([CH:32]=O)=[CH:30][CH:29]=1. No catalyst specified. The product is [NH2:1][C:2]1[N:3]=[C:4]2[C:5]([N:25]=[C:32]([C:31]3[CH:34]=[CH:35][C:28]([F:27])=[CH:29][CH:30]=3)[NH:26]2)=[C:6]([N:8]2[CH2:9][CH2:10][N:11]([C:14](=[O:24])[CH2:15][O:16][C:17]3[CH:18]=[CH:19][C:20]([Cl:23])=[CH:21][CH:22]=3)[CH2:12][CH2:13]2)[N:7]=1. The yield is 0.830.